From a dataset of Catalyst prediction with 721,799 reactions and 888 catalyst types from USPTO. Predict which catalyst facilitates the given reaction. (1) Reactant: [H-].[Na+].[CH2:3]([N:6]=[C:7]=[S:8])[CH2:4][CH3:5].Cl[CH2:10][C:11]([NH:13][C:14]1[CH:19]=[CH:18][CH:17]=[CH:16][CH:15]=1)=[O:12].C(OCC)C.CCCCCC. Product: [C:14]1([N:13]2[C:11](=[O:12])[CH2:10][S:8]/[C:7]/2=[N:6]\[CH2:3][CH2:4][CH3:5])[CH:19]=[CH:18][CH:17]=[CH:16][CH:15]=1. The catalyst class is: 3. (2) Reactant: [H-].[Na+].[I-].[CH3:4][S+](C)(C)=O.[Br:9][C:10]1[CH:15]=[CH:14][C:13]([N:16]=[CH:17][C:18]2[CH:23]=[CH:22][CH:21]=[CH:20][C:19]=2[OH:24])=[CH:12][CH:11]=1. Product: [Br:9][C:10]1[CH:11]=[CH:12][C:13]([NH:16][CH:17]2[CH2:4][O:24][C:19]3[CH:20]=[CH:21][CH:22]=[CH:23][C:18]2=3)=[CH:14][CH:15]=1. The catalyst class is: 16.